This data is from NCI-60 drug combinations with 297,098 pairs across 59 cell lines. The task is: Regression. Given two drug SMILES strings and cell line genomic features, predict the synergy score measuring deviation from expected non-interaction effect. Drug 1: CC1=C(C=C(C=C1)NC2=NC=CC(=N2)N(C)C3=CC4=NN(C(=C4C=C3)C)C)S(=O)(=O)N.Cl. Drug 2: CC1C(C(CC(O1)OC2CC(OC(C2O)C)OC3=CC4=CC5=C(C(=O)C(C(C5)C(C(=O)C(C(C)O)O)OC)OC6CC(C(C(O6)C)O)OC7CC(C(C(O7)C)O)OC8CC(C(C(O8)C)O)(C)O)C(=C4C(=C3C)O)O)O)O. Cell line: NCI-H460. Synergy scores: CSS=-5.31, Synergy_ZIP=1.69, Synergy_Bliss=5.60, Synergy_Loewe=1.94, Synergy_HSA=2.45.